The task is: Predict the reaction yield, written as a fraction of the theoretical maximum amount of product (1.0 means a 100% yield; for example, 0.34 means a 34% yield).. This data is from Reaction yield outcomes from USPTO patents with 853,638 reactions. (1) The reactants are [NH2:1][C:2]1[CH:10]=[CH:9][CH:8]=[C:7]([Cl:11])[C:3]=1[C:4]([OH:6])=[O:5].FC1C=CC=CC=1C(Cl)=O.[CH3:22][C:23]1[CH:31]=[CH:30][CH:29]=[CH:28][C:24]=1[C:25](Cl)=O. The catalyst is C(Cl)(Cl)Cl.CCCCCC. The product is [Cl:11][C:7]1[C:3]2[C:4](=[O:6])[O:5][C:22]([C:23]3[CH:31]=[CH:30][CH:29]=[CH:28][C:24]=3[CH3:25])=[N:1][C:2]=2[CH:10]=[CH:9][CH:8]=1. The yield is 0.600. (2) The reactants are [NH2:1][C:2](=[O:36])[CH2:3][O:4][C:5]1[CH:6]=[C:7]2[C:12](=[CH:13][CH:14]=1)[C:11](=[O:15])[N:10]([CH2:16][CH:17]([CH3:19])[CH3:18])[C:9]([CH2:20][NH:21]C(=O)OC(C)(C)C)=[C:8]2[C:29]1[CH:34]=[CH:33][C:32]([CH3:35])=[CH:31][CH:30]=1.[ClH:37]. The catalyst is C(OCC)(=O)C. The product is [ClH:37].[NH2:21][CH2:20][C:9]1[N:10]([CH2:16][CH:17]([CH3:19])[CH3:18])[C:11](=[O:15])[C:12]2[C:7]([C:8]=1[C:29]1[CH:30]=[CH:31][C:32]([CH3:35])=[CH:33][CH:34]=1)=[CH:6][C:5]([O:4][CH2:3][C:2]([NH2:1])=[O:36])=[CH:14][CH:13]=2. The yield is 0.917. (3) The catalyst is O1CCOCC1.O.C1C=CC(P(C2C=CC=CC=2)[C-]2C=CC=C2)=CC=1.C1C=CC(P(C2C=CC=CC=2)[C-]2C=CC=C2)=CC=1.Cl[Pd]Cl.[Fe+2]. The product is [CH2:13]1[C:22]2[C:17](=[CH:18][CH:19]=[CH:20][CH:21]=2)[CH2:16][CH2:15][N:14]1[CH2:23][CH:24]([OH:42])[CH2:25][O:26][C:27]1[CH:32]=[CH:31][CH:30]=[C:29]([C:2]2[CH:10]=[C:9]3[C:5]([C:6]([CH3:12])=[CH:7][N:8]3[CH3:11])=[CH:4][CH:3]=2)[CH:28]=1. The yield is 0.100. The reactants are Br[C:2]1[CH:10]=[C:9]2[C:5]([C:6]([CH3:12])=[CH:7][N:8]2[CH3:11])=[CH:4][CH:3]=1.[CH2:13]1[C:22]2[C:17](=[CH:18][CH:19]=[CH:20][CH:21]=2)[CH2:16][CH2:15][N:14]1[CH2:23][CH:24]([OH:42])[CH2:25][O:26][C:27]1[CH:32]=[CH:31][CH:30]=[C:29](B2OC(C)(C)C(C)(C)O2)[CH:28]=1.C([O-])([O-])=O.[K+].[K+]. (4) The reactants are Br[CH2:2][C:3]([C:5]1[CH:10]=[CH:9][CH:8]=[CH:7][CH:6]=1)=O.[CH2:11]([NH:14][CH2:15][CH:16]=[CH2:17])[CH:12]=[CH2:13].Cl.[NH2:19][OH:20]. The catalyst is N1C=CC=CC=1.C(#N)C. The product is [CH2:11]([N:14]1[CH2:15][CH:16]2[C:3]([C:5]3[CH:10]=[CH:9][CH:8]=[CH:7][CH:6]=3)([NH:19][O:20][CH2:17]2)[CH2:2]1)[CH:12]=[CH2:13]. The yield is 0.794. (5) The reactants are [C:1]([C:3]1[CH:11]=[CH:10][C:6]([C:7]([NH2:9])=[O:8])=[CH:5][C:4]=1[NH2:12])#[CH:2].S(=O)(=O)(O)[OH:14].[Cr](O[Cr]([O-])(=O)=O)([O-])(=O)=O.[K+].[K+]. The catalyst is O. The product is [C:1]([C:3]1[CH:11]=[CH:10][C:6]([C:7]([NH2:9])=[O:8])=[CH:5][C:4]=1[N:12]=[O:14])#[CH:2]. The yield is 0.120. (6) The product is [CH3:15][C:13]1([CH3:16])[CH2:12][O:11][C:10]([C:3]2[C:4]([CH3:9])=[CH:5][C:6]([C:18]([CH3:20])([CH3:19])[C:17]#[N:21])=[CH:7][C:2]=2[F:1])=[N:14]1. The yield is 0.750. The catalyst is O1CCCC1. The reactants are [F:1][C:2]1[CH:7]=[C:6](F)[CH:5]=[C:4]([CH3:9])[C:3]=1[C:10]1[O:11][CH2:12][C:13]([CH3:16])([CH3:15])[N:14]=1.[C:17](#[N:21])[CH:18]([CH3:20])[CH3:19].C(#N)C.C(=O)=O.C[Si]([N-][Si](C)(C)C)(C)C.[K+]. (7) The reactants are [C:1]([O:5][C:6]([N:8]1[CH2:13][CH2:12][C:11](=[CH:14][C:15]2[CH:20]=[C:19]([O:21][CH3:22])[CH:18]=[CH:17][C:16]=2[Br:23])[CH2:10][CH2:9]1)=[O:7])([CH3:4])([CH3:3])[CH3:2].C(OCC)(=O)C. The catalyst is [C].[Rh].C(O)C. The product is [C:1]([O:5][C:6]([N:8]1[CH2:9][CH2:10][CH:11]([CH2:14][C:15]2[CH:20]=[C:19]([O:21][CH3:22])[CH:18]=[CH:17][C:16]=2[Br:23])[CH2:12][CH2:13]1)=[O:7])([CH3:3])([CH3:4])[CH3:2]. The yield is 0.890.